This data is from Full USPTO retrosynthesis dataset with 1.9M reactions from patents (1976-2016). The task is: Predict the reactants needed to synthesize the given product. (1) Given the product [I:16][C:15]1[N:14]=[CH:13][N:11]2[CH:12]=[C:7]([CH3:6])[CH:8]=[CH:9][C:10]=12, predict the reactants needed to synthesize it. The reactants are: C(=O)(O)[O-].[Na+].[CH3:6][C:7]1[CH:8]=[CH:9][C:10]2[N:11]([CH:13]=[N:14][CH:15]=2)[CH:12]=1.[I:16]I. (2) Given the product [NH2:13][C:12]1[C:7]([O:6][CH2:5][C:3]([O:2][CH3:1])=[O:4])=[N:8][CH:9]=[CH:10][CH:11]=1, predict the reactants needed to synthesize it. The reactants are: [CH3:1][O:2][C:3]([CH2:5][O:6][C:7]1[C:12]([N+:13]([O-])=O)=[CH:11][CH:10]=[CH:9][N:8]=1)=[O:4]. (3) Given the product [CH3:26][C@H:21]1[O:22][C@@H:23]([CH3:25])[CH2:24][N:19]([C:9]2[C:8]([CH2:7][OH:6])=[CH:16][C:12]([C:13]([OH:15])=[O:14])=[C:11]([F:17])[C:10]=2[F:18])[CH2:20]1, predict the reactants needed to synthesize it. The reactants are: C([SiH2][O:6][C:7](C1C=CC=CC=1)(C1C=CC=CC=1)[C:8]1[C:9]([N:19]2[CH2:24][C@H:23]([CH3:25])[O:22][C@H:21]([CH3:26])[CH2:20]2)=[C:10]([F:18])[C:11]([F:17])=[C:12]([CH:16]=1)[C:13]([OH:15])=[O:14])(C)(C)C.Cl. (4) Given the product [F:6][C:7]1[CH:8]=[N:9][C:10]2[C:15]([C:16]=1[CH:22]=[O:23])=[CH:14][C:13]([O:17][CH3:18])=[CH:12][CH:11]=2, predict the reactants needed to synthesize it. The reactants are: [Li]CCCC.[F:6][C:7]1[CH:8]=[N:9][C:10]2[C:15]([CH:16]=1)=[CH:14][C:13]([O:17][CH3:18])=[CH:12][CH:11]=2.CN([CH:22]=[O:23])C. (5) The reactants are: [F:1][C:2]1[CH:7]=[C:6]([CH3:8])[CH:5]=[CH:4][C:3]=1[NH:9][C:10]1[C:11]([NH2:16])=[CH:12][CH:13]=[CH:14][CH:15]=1.[S:17](N)(N)(=[O:19])=[O:18].S(=O)(=O)(O)N. Given the product [F:1][C:2]1[CH:7]=[C:6]([CH3:8])[CH:5]=[CH:4][C:3]=1[N:9]1[C:10]2[CH:15]=[CH:14][CH:13]=[CH:12][C:11]=2[NH:16][S:17]1(=[O:19])=[O:18], predict the reactants needed to synthesize it. (6) The reactants are: O.[NH2:2][NH2:3].[CH3:4][C:5]1[CH:10]=[CH:9][N:8]=[C:7](SC)[N:6]=1. Given the product [CH3:4][C:5]1[CH:10]=[CH:9][N:8]=[C:7]([NH:2][NH2:3])[N:6]=1, predict the reactants needed to synthesize it. (7) Given the product [CH3:26][O:27][C:28]1[CH:33]=[C:32]([CH2:34][N:35]2[CH2:36][CH2:37][O:38][CH2:39][CH2:40]2)[CH:31]=[CH:30][C:29]=1[NH:41][C:15]1[N:14]=[CH:13][C:12]2=[CH:11][CH:10]=[C:9]([C:4]3[CH:5]=[CH:6][CH:7]=[CH:8][C:3]=3[O:2][CH3:1])[N:17]2[N:16]=1, predict the reactants needed to synthesize it. The reactants are: [CH3:1][O:2][C:3]1[CH:8]=[CH:7][CH:6]=[CH:5][C:4]=1[C:9]1[N:17]2[C:12]([CH:13]=[N:14][C:15](OS(C(F)(F)F)(=O)=O)=[N:16]2)=[CH:11][CH:10]=1.[CH3:26][O:27][C:28]1[CH:33]=[C:32]([CH2:34][N:35]2[CH2:40][CH2:39][O:38][CH2:37][CH2:36]2)[CH:31]=[CH:30][C:29]=1[NH2:41].C(N(CC)C(C)C)(C)C.COCC(O)C.[O-]S(C(F)(F)F)(=O)=O.